The task is: Predict which catalyst facilitates the given reaction.. This data is from Catalyst prediction with 721,799 reactions and 888 catalyst types from USPTO. (1) Reactant: [O:1]([C:8]1[CH:13]=[CH:12][C:11]([C:14]2[C:22]3[C:17](=[N:18][CH:19]=[N:20][C:21]=3[NH2:23])[N:16]([CH:24]3[CH2:29][CH2:28][NH:27][CH2:26][CH2:25]3)[N:15]=2)=[CH:10][CH:9]=1)[C:2]1[CH:7]=[CH:6][CH:5]=[CH:4][CH:3]=1.[CH3:30][N:31]([CH3:36])[CH2:32][C:33](O)=[O:34].Cl.CN(C)CCCN=C=NCC.CCN(C(C)C)C(C)C.ON1C2N=CC=CC=2N=N1. Product: [NH2:23][C:21]1[N:20]=[CH:19][N:18]=[C:17]2[N:16]([CH:24]3[CH2:29][CH2:28][N:27]([C:33](=[O:34])[CH2:32][N:31]([CH3:36])[CH3:30])[CH2:26][CH2:25]3)[N:15]=[C:14]([C:11]3[CH:10]=[CH:9][C:8]([O:1][C:2]4[CH:7]=[CH:6][CH:5]=[CH:4][CH:3]=4)=[CH:13][CH:12]=3)[C:22]=12. The catalyst class is: 9. (2) Reactant: B(Br)(Br)[Br:2].[CH2:5]([C:7]1[CH:12]=[C:11]([O:13]C)[C:10]([F:15])=[CH:9][C:8]=1[C:16]1[CH:24]=[C:23]2[C:19]([C:20]([C:25]3[NH:34][C:28]4[CH2:29][CH2:30][NH:31][CH2:32][CH2:33][C:27]=4[N:26]=3)=[N:21][NH:22]2)=[CH:18][CH:17]=1)[CH3:6]. Product: [BrH:2].[BrH:2].[BrH:2].[CH2:5]([C:7]1[C:8]([C:16]2[CH:24]=[C:23]3[C:19]([C:20]([C:25]4[NH:34][C:28]5[CH2:29][CH2:30][NH:31][CH2:32][CH2:33][C:27]=5[N:26]=4)=[N:21][NH:22]3)=[CH:18][CH:17]=2)=[CH:9][C:10]([F:15])=[C:11]([OH:13])[CH:12]=1)[CH3:6]. The catalyst class is: 2. (3) Reactant: [NH2:1][CH2:2][CH2:3][C:4]([OH:6])=[O:5].[CH2:7](N(CC)CC)[CH3:8].[CH3:14][CH2:15][CH2:16][C:17](=O)[CH2:18][CH2:19][CH3:20].C(O[BH-](OC(=O)C)OC(=O)C)(=O)C.[Na+]. Product: [CH2:7]([O:5][C:4](=[O:6])[CH2:3][CH2:2][NH:1][CH:17]([CH2:18][CH2:19][CH3:20])[CH2:16][CH2:15][CH3:14])[CH3:8]. The catalyst class is: 412. (4) Reactant: [S:1]1[C:5]2[CH:6]=[CH:7][CH:8]=[CH:9][C:4]=2[N:3]=[C:2]1[NH:10][C:11]([C:13]1[CH:14]=[CH:15][CH:16]=[C:17]2[C:22]=1[CH:21]([CH3:23])[NH:20][CH2:19][CH2:18]2)=[O:12].[Br:24][C:25]1[C:26]([C:32]([O:34][CH3:35])=[O:33])=[N:27][C:28](F)=[CH:29][CH:30]=1.C(N(CC)CC)C. Product: [S:1]1[C:5]2[CH:6]=[CH:7][CH:8]=[CH:9][C:4]=2[N:3]=[C:2]1[NH:10][C:11]([C:13]1[CH:14]=[CH:15][CH:16]=[C:17]2[C:22]=1[CH:21]([CH3:23])[N:20]([C:28]1[N:27]=[C:26]([C:32]([O:34][CH3:35])=[O:33])[C:25]([Br:24])=[CH:30][CH:29]=1)[CH2:19][CH2:18]2)=[O:12]. The catalyst class is: 148. (5) Reactant: [N:1]([CH2:4][CH2:5][C:6]1([O:32][CH3:33])[CH2:11][CH2:10][N:9]([C:12]2[N:17]=[C:16]([NH:18][C:19]3[N:24]=[CH:23][C:22]4[N:25]=[C:26]([CH3:31])[N:27]([CH:28]([CH3:30])[CH3:29])[C:21]=4[CH:20]=3)[CH:15]=[CH:14][N:13]=2)[CH2:8][CH2:7]1)=[N+]=[N-]. Product: [NH2:1][CH2:4][CH2:5][C:6]1([O:32][CH3:33])[CH2:7][CH2:8][N:9]([C:12]2[N:17]=[C:16]([NH:18][C:19]3[N:24]=[CH:23][C:22]4[N:25]=[C:26]([CH3:31])[N:27]([CH:28]([CH3:30])[CH3:29])[C:21]=4[CH:20]=3)[CH:15]=[CH:14][N:13]=2)[CH2:10][CH2:11]1. The catalyst class is: 45. (6) Reactant: [SH:1][C:2]1[CH:7]=[CH:6][C:5]([CH2:8][C:9]([OH:11])=[O:10])=[CH:4][CH:3]=1.[H-].[Na+].[CH3:14][O:15][C:16](=[O:25])[C:17]1[CH:22]=[CH:21][CH:20]=[CH:19][C:18]=1[CH2:23]Br.O. Product: [CH3:14][O:15][C:16]([C:17]1[CH:22]=[CH:21][CH:20]=[CH:19][C:18]=1[CH2:23][S:1][C:2]1[CH:3]=[CH:4][C:5]([CH2:8][C:9]([OH:11])=[O:10])=[CH:6][CH:7]=1)=[O:25]. The catalyst class is: 1. (7) Reactant: [C:1]([C:4]1[CH:9]([C:10]2[CH:15]=[CH:14][C:13]([Cl:16])=[CH:12][C:11]=2[Cl:17])[N:8]2[CH:18]=[C:19]([CH2:21][C:22]([O:24][CH3:25])=[O:23])[N:20]=[C:7]2[NH:6][C:5]=1[CH3:26])(=[O:3])[NH2:2].ClC1C(=O)C(C#N)=C(C#N)C(=O)C=1Cl.C(Cl)Cl.C([O-])(O)=O.[Na+]. Product: [C:1]([C:4]1[C:5]([CH3:26])=[N:6][C:7]2[N:8]([CH:18]=[C:19]([CH2:21][C:22]([O:24][CH3:25])=[O:23])[N:20]=2)[C:9]=1[C:10]1[CH:15]=[CH:14][C:13]([Cl:16])=[CH:12][C:11]=1[Cl:17])(=[O:3])[NH2:2]. The catalyst class is: 1.